Dataset: Full USPTO retrosynthesis dataset with 1.9M reactions from patents (1976-2016). Task: Predict the reactants needed to synthesize the given product. (1) Given the product [Cl:8][C:6]1[C:5]([C:9]([F:12])([F:11])[F:10])=[CH:4][N:3]=[C:2]([NH:15][C:16]2[CH:21]=[CH:20][C:19]([CH:22]3[CH2:23][CH2:24][N:25]([C:28]([O:30][C:31]([CH3:34])([CH3:33])[CH3:32])=[O:29])[CH2:26][CH2:27]3)=[CH:18][CH:17]=2)[N:7]=1, predict the reactants needed to synthesize it. The reactants are: Cl[C:2]1[N:7]=[C:6]([Cl:8])[C:5]([C:9]([F:12])([F:11])[F:10])=[CH:4][N:3]=1.N#N.[NH2:15][C:16]1[CH:21]=[CH:20][C:19]([CH:22]2[CH2:27][CH2:26][N:25]([C:28]([O:30][C:31]([CH3:34])([CH3:33])[CH3:32])=[O:29])[CH2:24][CH2:23]2)=[CH:18][CH:17]=1.CCN(CC)CC. (2) Given the product [Cl:1][C:2]1[CH:3]=[CH:4][C:5]([O:18][C:19]2[CH:24]=[C:23]([F:25])[C:22]([S:26](=[O:44])(=[O:45])[NH:27][C:28]3[S:29][CH:30]=[CH:31][N:32]=3)=[CH:21][C:20]=2[Cl:46])=[C:6]([CH2:8][CH2:9][CH2:10][NH:11][CH2:12][C:13]([O:15][CH2:16][CH3:17])=[O:14])[CH:7]=1, predict the reactants needed to synthesize it. The reactants are: [Cl:1][C:2]1[CH:3]=[CH:4][C:5]([O:18][C:19]2[CH:24]=[C:23]([F:25])[C:22]([S:26](=[O:45])(=[O:44])[N:27](CC3C=CC(OC)=CC=3OC)[C:28]3[S:29][CH:30]=[CH:31][N:32]=3)=[CH:21][C:20]=2[Cl:46])=[C:6]([CH2:8][CH2:9][CH2:10][NH:11][CH2:12][C:13]([O:15][CH2:16][CH3:17])=[O:14])[CH:7]=1.Cl.CCCCC. (3) Given the product [F:16][C:10]1[CH:11]=[C:12]([F:15])[CH:13]=[CH:14][C:9]=1[CH2:8][O:7][C:6]1[CH:17]=[CH:18][C:3]([CH2:2][S:30][C:27]2[CH:28]=[CH:29][C:24]([O:23][CH2:22][C:21]([OH:32])=[O:20])=[C:25]([CH3:31])[CH:26]=2)=[CH:4][CH:5]=1, predict the reactants needed to synthesize it. The reactants are: Cl[CH2:2][C:3]1[CH:18]=[CH:17][C:6]([O:7][CH2:8][C:9]2[CH:14]=[CH:13][C:12]([F:15])=[CH:11][C:10]=2[F:16])=[CH:5][CH:4]=1.C[O:20][C:21](=[O:32])[CH2:22][O:23][C:24]1[CH:29]=[CH:28][C:27]([SH:30])=[CH:26][C:25]=1[CH3:31]. (4) The reactants are: [CH3:1][C:2]1([CH3:15])[CH2:11][CH2:10][C:9]([CH3:13])([CH3:12])[C:8]2[CH:7]=[C:6](O)[CH:5]=[CH:4][C:3]1=2.Cl[C:17]1[CH:22]=[CH:21][CH:20]=[CH:19][C:18]=1[N+:23]([O-:25])=[O:24].[OH-:26].[K+].Cl. Given the product [CH3:1][C:2]1([CH3:15])[CH2:11][CH2:10][C:9]([CH3:13])([CH3:12])[C:8]2[CH:7]=[C:6]([C:18]3([N+:23]([O-:25])=[O:24])[CH:19]=[CH:20][CH:21]=[CH:22][CH:17]3[OH:26])[CH:5]=[CH:4][C:3]1=2, predict the reactants needed to synthesize it.